Dataset: Forward reaction prediction with 1.9M reactions from USPTO patents (1976-2016). Task: Predict the product of the given reaction. (1) Given the reactants C([O:8][C:9](=[O:35])[C@@H:10]([NH:27][C:28]([O:30][C:31]([CH3:34])([CH3:33])[CH3:32])=[O:29])[CH2:11][CH2:12][C:13]1[N:17]([CH2:18][CH2:19][CH3:20])[C:16]2[CH:21]=[C:22]([Cl:26])[C:23]([Cl:25])=[CH:24][C:15]=2[N:14]=1)C1C=CC=CC=1.[OH-].[Na+], predict the reaction product. The product is: [C:31]([O:30][C:28]([NH:27][C@@H:10]([CH2:11][CH2:12][C:13]1[N:17]([CH2:18][CH2:19][CH3:20])[C:16]2[CH:21]=[C:22]([Cl:26])[C:23]([Cl:25])=[CH:24][C:15]=2[N:14]=1)[C:9]([OH:35])=[O:8])=[O:29])([CH3:32])([CH3:33])[CH3:34]. (2) Given the reactants [C:1]1([C:22]2[CH:27]=[CH:26][CH:25]=[CH:24][CH:23]=2)[CH:6]=[CH:5][CH:4]=[CH:3][C:2]=1[NH:7][C:8]([O:10][CH:11]1[CH2:16][CH2:15][N:14]([CH2:17][CH2:18][C:19](O)=[O:20])[CH2:13][CH2:12]1)=[O:9].[NH2:28][CH2:29][CH2:30][CH2:31][CH2:32][CH2:33][N:34]([CH2:64][C:65]1[CH:70]=[CH:69][CH:68]=[CH:67][CH:66]=1)[CH2:35][C@@H:36]([C:45]1[CH:54]=[CH:53][C:52]([O:55][CH2:56][C:57]2[CH:62]=[CH:61][CH:60]=[CH:59][CH:58]=2)=[C:51]2[C:46]=1[CH:47]=[CH:48][C:49](=[O:63])[NH:50]2)[O:37][Si:38]([C:41]([CH3:44])([CH3:43])[CH3:42])([CH3:40])[CH3:39].C(N(C(C)C)CC)(C)C.C1CN([P+](ON2N=NC3C=CC=CC2=3)(N2CCCC2)N2CCCC2)CC1.F[P-](F)(F)(F)(F)F.Cl, predict the reaction product. The product is: [CH2:64]([N:34]([CH2:35][C@@H:36]([C:45]1[CH:54]=[CH:53][C:52]([O:55][CH2:56][C:57]2[CH:62]=[CH:61][CH:60]=[CH:59][CH:58]=2)=[C:51]2[C:46]=1[CH:47]=[CH:48][C:49](=[O:63])[NH:50]2)[O:37][Si:38]([C:41]([CH3:42])([CH3:43])[CH3:44])([CH3:40])[CH3:39])[CH2:33][CH2:32][CH2:31][CH2:30][CH2:29][NH:28][C:19]([CH2:18][CH2:17][N:14]1[CH2:13][CH2:12][CH:11]([O:10][C:8](=[O:9])[NH:7][C:2]2[CH:3]=[CH:4][CH:5]=[CH:6][C:1]=2[C:22]2[CH:23]=[CH:24][CH:25]=[CH:26][CH:27]=2)[CH2:16][CH2:15]1)=[O:20])[C:65]1[CH:66]=[CH:67][CH:68]=[CH:69][CH:70]=1. (3) Given the reactants [CH:1]1([N:7]2[CH:11]=[C:10](B3OC(C)(C)C(C)(C)O3)[CH:9]=[N:8]2)[CH2:6][CH2:5][CH2:4][CH:3]=[CH:2]1.C(=O)([O-])[O-].[Na+].[Na+].Br[C:28]1[CH:29]=[C:30]([NH:35][C:36]2[N:41]=[C:40]([CH:42]([F:44])[F:43])[CH:39]=[CH:38][N:37]=2)[CH:31]=[C:32]([CH3:34])[CH:33]=1, predict the reaction product. The product is: [CH:1]1([N:7]2[CH:11]=[C:10]([C:28]3[CH:29]=[C:30]([NH:35][C:36]4[N:41]=[C:40]([CH:42]([F:43])[F:44])[CH:39]=[CH:38][N:37]=4)[CH:31]=[C:32]([CH3:34])[CH:33]=3)[CH:9]=[N:8]2)[CH2:6][CH2:5][CH2:4][CH:3]=[CH:2]1.